Dataset: Forward reaction prediction with 1.9M reactions from USPTO patents (1976-2016). Task: Predict the product of the given reaction. (1) Given the reactants [C:1]([O:5][C:6]([N:8]1[CH2:13][CH2:12][O:11][CH2:10][CH:9]1[C:14]([OH:16])=O)=[O:7])([CH3:4])([CH3:3])[CH3:2].C(N1C=CN=C1)(N1C=CN=C1)=O.C(N(CC)C(C)C)(C)C.[Br:38][C:39]1[C:40]([NH2:46])=[N:41][CH:42]=[C:43]([Br:45])[N:44]=1, predict the reaction product. The product is: [Br:38][C:39]1[C:40]([NH:46][C:14]([CH:9]2[CH2:10][O:11][CH2:12][CH2:13][N:8]2[C:6]([O:5][C:1]([CH3:2])([CH3:3])[CH3:4])=[O:7])=[O:16])=[N:41][CH:42]=[C:43]([Br:45])[N:44]=1. (2) The product is: [Br:1][CH2:2][CH2:3][CH2:4][O:5][CH2:36][C@H:37]1[CH2:38][CH2:39][C@H:40]([N:43]([CH3:57])[S:44]([C:47]2[CH:48]=[CH:49][C:50]([C:53]([F:56])([F:54])[F:55])=[CH:51][CH:52]=2)(=[O:45])=[O:46])[CH2:41][CH2:42]1. Given the reactants [Br:1][CH2:2][CH2:3][CH2:4][OH:5].C(C1C=CC=C(C(C)(C)C)N=1)(C)(C)C.FC(F)(F)S(OS(C(F)(F)F)(=O)=O)(=O)=O.O[CH2:36][C@H:37]1[CH2:42][CH2:41][C@H:40]([N:43]([CH3:57])[S:44]([C:47]2[CH:52]=[CH:51][C:50]([C:53]([F:56])([F:55])[F:54])=[CH:49][CH:48]=2)(=[O:46])=[O:45])[CH2:39][CH2:38]1, predict the reaction product. (3) Given the reactants C([O:4][CH2:5][CH2:6][N:7]1[C:11]([C:12]2[CH:17]=[CH:16][C:15]([OH:18])=[CH:14][C:13]=2[OH:19])=[C:10]([CH:20]2[CH2:25][CH2:24][CH2:23][CH2:22][CH2:21]2)[C:9]2[S:26][C:27]([C:29]([O:31][CH3:32])=[O:30])=[CH:28][C:8]1=2)(=O)C.C(=O)([O-])[O-].[K+].[K+], predict the reaction product. The product is: [CH:20]1([C:10]2[C:9]3[S:26][C:27]([C:29]([O:31][CH3:32])=[O:30])=[CH:28][C:8]=3[N:7]([CH2:6][CH2:5][OH:4])[C:11]=2[C:12]2[CH:17]=[CH:16][C:15]([OH:18])=[CH:14][C:13]=2[OH:19])[CH2:25][CH2:24][CH2:23][CH2:22][CH2:21]1. (4) The product is: [NH:1]1[C:5]2[CH:6]=[CH:7][C:8]([C:10]([N:23]3[C@@H:24]4[C@@H:19]([C:18]5[CH:27]=[CH:28][C:15]([O:14][CH3:13])=[CH:16][C:17]=5[CH2:26][CH2:25]4)[CH2:20][CH2:21][CH2:22]3)=[O:12])=[CH:9][C:4]=2[N:3]=[CH:2]1. Given the reactants [NH:1]1[C:5]2[CH:6]=[CH:7][C:8]([C:10]([OH:12])=O)=[CH:9][C:4]=2[N:3]=[CH:2]1.[CH3:13][O:14][C:15]1[CH:28]=[CH:27][C:18]2[C@@H:19]3[C@H:24]([CH2:25][CH2:26][C:17]=2[CH:16]=1)[NH:23][CH2:22][CH2:21][CH2:20]3, predict the reaction product. (5) Given the reactants [NH2:1][C:2]1[CH:3]=[C:4]([CH2:7][CH2:8][C:9]2[CH:10]=[C:11]([CH:14]=[CH:15][CH:16]=2)[C:12]#[N:13])[NH:5][N:6]=1.Cl[C:18]1[CH:23]=[CH:22][N:21]=[C:20]([NH:24][CH2:25][C:26]2[O:30][N:29]=[C:28]([CH3:31])[CH:27]=2)[N:19]=1, predict the reaction product. The product is: [CH3:31][C:28]1[CH:27]=[C:26]([CH2:25][NH:24][C:20]2[N:21]=[C:22]([NH:1][C:2]3[CH:3]=[C:4]([CH2:7][CH2:8][C:9]4[CH:10]=[C:11]([CH:14]=[CH:15][CH:16]=4)[C:12]#[N:13])[NH:5][N:6]=3)[CH:23]=[CH:18][N:19]=2)[O:30][N:29]=1. (6) The product is: [CH2:10]([O:17][C:18]1[CH:27]=[CH:26][C:25]2[C:20](=[C:21]([C:26]3[CH2:25][CH2:20][N:19]([C:4]([O:7][C:11]([CH3:16])([CH3:12])[CH3:10])=[O:5])[CH2:18][CH:27]=3)[CH:22]=[CH:23][CH:24]=2)[N:19]=1)[C:11]1[CH:16]=[CH:15][CH:14]=[CH:13][CH:12]=1. Given the reactants B([O-])[O-].[C:4]([O-:7])([O-])=[O:5].[K+].[K+].[CH2:10]([O:17][C:18]1[CH:27]=[CH:26][C:25]2[C:20](=[C:21](Br)[CH:22]=[CH:23][CH:24]=2)[N:19]=1)[C:11]1[CH:16]=[CH:15][CH:14]=[CH:13][CH:12]=1, predict the reaction product. (7) Given the reactants [Cl:1][CH2:2][C:3](Cl)=[O:4].[CH3:6][CH:7]([CH3:10])[CH2:8][OH:9].N1C=CC=CC=1, predict the reaction product. The product is: [Cl:1][CH2:2][C:3]([O:9][CH2:8][CH:7]([CH3:10])[CH3:6])=[O:4]. (8) Given the reactants [C:1]([C:5]1[O:9][N:8]=[C:7]([C:10](=O)[CH2:11][O:12][C:13](=O)[C:14]([S:17]([C:20]2[CH:25]=[CH:24][C:23]([Cl:26])=[CH:22][CH:21]=2)(=[O:19])=[O:18])([CH3:16])[CH3:15])[CH:6]=1)([CH3:4])([CH3:3])[CH3:2].C([NH2:32])(=O)C.B(F)(F)F.CCOCC, predict the reaction product. The product is: [C:1]([C:5]1[O:9][N:8]=[C:7]([C:10]2[N:32]=[C:13]([C:14]([S:17]([C:20]3[CH:25]=[CH:24][C:23]([Cl:26])=[CH:22][CH:21]=3)(=[O:19])=[O:18])([CH3:16])[CH3:15])[O:12][CH:11]=2)[CH:6]=1)([CH3:4])([CH3:3])[CH3:2]. (9) The product is: [C:11]([O:15][C:16]([N:18]1[CH2:23][CH2:22][N:21]([C:2]2[C:6]3[CH:7]=[CH:8][CH:9]=[CH:10][C:5]=3[O:4][N:3]=2)[CH2:20][CH2:19]1)=[O:17])([CH3:14])([CH3:12])[CH3:13]. Given the reactants Cl[C:2]1[C:6]2[CH:7]=[CH:8][CH:9]=[CH:10][C:5]=2[O:4][N:3]=1.[C:11]([O:15][C:16]([N:18]1[CH2:23][CH2:22][NH:21][CH2:20][CH2:19]1)=[O:17])([CH3:14])([CH3:13])[CH3:12].C1CCN2C(=NCCC2)CC1, predict the reaction product. (10) Given the reactants [O:1]=[C:2]1[C:14]2[NH:13][C:12]3[C:7](=[CH:8][C:9]([C:15]([OH:17])=O)=[CH:10][CH:11]=3)[C:6]=2[CH2:5][CH2:4][CH2:3]1.[CH2:18]([NH2:25])[C:19]1[CH:24]=[CH:23][CH:22]=[CH:21][CH:20]=1.C(Cl)CCl, predict the reaction product. The product is: [CH2:18]([NH:25][C:15]([C:9]1[CH:8]=[C:7]2[C:12](=[CH:11][CH:10]=1)[NH:13][C:14]1[C:2](=[O:1])[CH2:3][CH2:4][CH2:5][C:6]2=1)=[O:17])[C:19]1[CH:24]=[CH:23][CH:22]=[CH:21][CH:20]=1.